This data is from Retrosynthesis with 50K atom-mapped reactions and 10 reaction types from USPTO. The task is: Predict the reactants needed to synthesize the given product. (1) Given the product CCOC(=O)c1ccc(N(CC)c2ccc3c(c2)C(C)(C)CC=C3C(C)C)cc1, predict the reactants needed to synthesize it. The reactants are: CC=O.CCOC(=O)c1ccc(Nc2ccc3c(c2)C(C)(C)CC=C3C(C)C)cc1. (2) Given the product CC(NC1CC1)c1cc(F)ccc1C1=CCCC1, predict the reactants needed to synthesize it. The reactants are: CC(=O)c1cc(F)ccc1C1=CCCC1.NC1CC1. (3) Given the product COc1ccc2c(C(C)=NN)cc(=O)oc2c1, predict the reactants needed to synthesize it. The reactants are: COc1ccc2c(C(C)=O)cc(=O)oc2c1.NN. (4) Given the product O=C(OCc1ccccc1)c1cc2occc2n1COCCCl, predict the reactants needed to synthesize it. The reactants are: ClCCOCCl.O=C(OCc1ccccc1)c1cc2occc2[nH]1. (5) Given the product COC(COc1ccc(C(C)(C)C)cc1)OC, predict the reactants needed to synthesize it. The reactants are: CC(C)(C)c1ccc(O)cc1.COC(CBr)OC. (6) Given the product COCCc1nc2cnc3ccc(CCC(=O)N(C)C)cc3c2n1CCCN1CCCC1=O, predict the reactants needed to synthesize it. The reactants are: COCCc1nc2cnc3ccc(C=CC(=O)N(C)C)cc3c2n1CCCN1CCCC1=O.